Task: Predict the reactants needed to synthesize the given product.. Dataset: Full USPTO retrosynthesis dataset with 1.9M reactions from patents (1976-2016) (1) The reactants are: N[C:2]1[CH:18]=[C:17]([C:19]([F:22])([F:21])[F:20])[C:5]2[N:6]([C:10]3[CH:15]=[CH:14][CH:13]=[CH:12][C:11]=3[Cl:16])[C:7](=[O:9])[NH:8][C:4]=2[CH:3]=1.[C:23]([Cu])#[N:24].N(OC(C)(C)C)=O.O. Given the product [Cl:16][C:11]1[CH:12]=[CH:13][CH:14]=[CH:15][C:10]=1[N:6]1[C:5]2[C:17]([C:19]([F:21])([F:22])[F:20])=[CH:18][C:2]([C:23]#[N:24])=[CH:3][C:4]=2[NH:8][C:7]1=[O:9], predict the reactants needed to synthesize it. (2) Given the product [Br:17][CH:11]([CH:5]([OH:4])[C:6]([O:8][CH2:9][CH3:10])=[O:7])[C:12]([O:14][CH2:15][CH3:16])=[O:13], predict the reactants needed to synthesize it. The reactants are: C([O:4][CH:5]([CH:11]([Br:17])[C:12]([O:14][CH2:15][CH3:16])=[O:13])[C:6]([O:8][CH2:9][CH3:10])=[O:7])(=O)C. (3) Given the product [OH:32][C:28]1[CH:27]=[C:26]([NH:25][CH:2]=[C:3]2[C:11]3[C:6](=[CH:7][C:8]([C:12]([C:14]4[CH:19]=[CH:18][C:17]([NH:20][C:21](=[O:23])[CH3:22])=[CH:16][CH:15]=4)=[O:13])=[CH:9][CH:10]=3)[NH:5][C:4]2=[O:24])[CH:31]=[CH:30][CH:29]=1, predict the reactants needed to synthesize it. The reactants are: O[CH:2]=[C:3]1[C:11]2[C:6](=[CH:7][C:8]([C:12]([C:14]3[CH:19]=[CH:18][C:17]([NH:20][C:21](=[O:23])[CH3:22])=[CH:16][CH:15]=3)=[O:13])=[CH:9][CH:10]=2)[NH:5][C:4]1=[O:24].[NH2:25][C:26]1[CH:27]=[C:28]([OH:32])[CH:29]=[CH:30][CH:31]=1. (4) Given the product [CH3:1][O:2][C:3]([NH:5][CH2:6][CH2:7][N:8]1[C:13]2[CH:14]=[C:15]([C:19]([OH:21])=[O:20])[C:16]([CH3:18])=[CH:17][C:12]=2[S:11][C:10]([CH3:23])([CH3:26])[C:9]1=[O:24])=[O:4], predict the reactants needed to synthesize it. The reactants are: [CH3:1][O:2][C:3]([NH:5][CH2:6][CH2:7][N:8]1[C:13]2[CH:14]=[C:15]([C:19]([O:21]C)=[O:20])[C:16]([CH3:18])=[CH:17][C:12]=2[S:11][CH:10]([CH3:23])[C:9]1=[O:24])=[O:4].O1CCC[CH2:26]1.C(O)C.